From a dataset of Forward reaction prediction with 1.9M reactions from USPTO patents (1976-2016). Predict the product of the given reaction. (1) Given the reactants [Cl:1][C:2]1[CH:3]=[C:4]([CH:8]=[CH:9][CH:10]=1)[CH2:5][Mg]Cl.CCOCC.[C:16](#[N:18])[CH3:17].[H-].[Al+3].[Li+].[H-].[H-].[H-], predict the reaction product. The product is: [Cl:1][C:2]1[CH:3]=[C:4]([CH2:5][CH:16]([NH2:18])[CH3:17])[CH:8]=[CH:9][CH:10]=1. (2) Given the reactants [F:1][C:2]1[C:3]([C:22]([NH:24][CH2:25][C:26]2([C:32]3[CH:37]=[CH:36][CH:35]=[CH:34][N:33]=3)[CH2:31][CH2:30][NH:29][CH2:28][CH2:27]2)=[O:23])=[N:4][CH:5]=[CH:6][C:7]=1[S:8][C:9]1[S:13][C:12]([NH:14][C:15]2[CH:20]=[C:19]([CH3:21])[CH:18]=[CH:17][N:16]=2)=[N:11][CH:10]=1.Cl[C:39]([O:41][CH3:42])=[O:40], predict the reaction product. The product is: [F:1][C:2]1[C:3]([C:22]([NH:24][CH2:25][C:26]2([C:32]3[CH:37]=[CH:36][CH:35]=[CH:34][N:33]=3)[CH2:27][CH2:28][N:29]([C:39]([O:41][CH3:42])=[O:40])[CH2:30][CH2:31]2)=[O:23])=[N:4][CH:5]=[CH:6][C:7]=1[S:8][C:9]1[S:13][C:12]([NH:14][C:15]2[CH:20]=[C:19]([CH3:21])[CH:18]=[CH:17][N:16]=2)=[N:11][CH:10]=1. (3) Given the reactants [CH3:1][C:2]([CH3:12])([CH3:11])[C:3](=[O:10])[CH2:4][C:5]([O:7]CC)=O.[F:13][C:14]1[CH:15]=[C:16]([CH:19]=[CH:20][C:21]=1[F:22])[CH2:17][NH2:18], predict the reaction product. The product is: [F:13][C:14]1[CH:15]=[C:16]([CH:19]=[CH:20][C:21]=1[F:22])[CH2:17][NH:18][C:5](=[O:7])[CH2:4][C:3](=[O:10])[C:2]([CH3:1])([CH3:11])[CH3:12]. (4) The product is: [CH3:1][C:2]1[S:12][C:5]2=[N:6][C:7]([CH3:11])=[CH:8][C:9]([NH:10][S:37]([CH:31]3[CH2:36][CH2:35][CH2:34][CH2:33][CH2:32]3)(=[O:39])=[O:38])=[C:4]2[C:3]=1[C:13]1[CH:18]=[CH:17][CH:16]=[C:15]([O:19][CH3:20])[CH:14]=1. Given the reactants [CH3:1][C:2]1[S:12][C:5]2[N:6]=[C:7]([CH3:11])[CH:8]=[C:9]([NH2:10])[C:4]=2[C:3]=1[C:13]1[CH:18]=[CH:17][CH:16]=[C:15]([O:19][CH3:20])[CH:14]=1.[Li+].C[Si]([N-][Si](C)(C)C)(C)C.[CH:31]1([S:37](Cl)(=[O:39])=[O:38])[CH2:36][CH2:35][CH2:34][CH2:33][CH2:32]1, predict the reaction product. (5) Given the reactants [S:1]1[CH:5]=[CH:4][CH:3]=[C:2]1[CH:6]=O.[CH3:8][O:9][CH2:10][CH2:11][NH2:12].[C:13]1(=[O:24])[O:19][C:17](=O)[C:16]2=[CH:20][CH:21]=[CH:22][CH:23]=[C:15]2[CH2:14]1.[CH3:25][O:26][C:27]1[CH:28]=[C:29]([CH:31]=[C:32]([O:34][CH3:35])[CH:33]=1)[NH2:30], predict the reaction product. The product is: [CH3:35][O:34][C:32]1[CH:31]=[C:29]([NH:30][C:13]([CH:14]2[C:15]3[C:16](=[CH:20][CH:21]=[CH:22][CH:23]=3)[C:17](=[O:19])[N:12]([CH2:11][CH2:10][O:9][CH3:8])[CH:6]2[C:2]2[S:1][CH:5]=[CH:4][CH:3]=2)=[O:24])[CH:28]=[C:27]([O:26][CH3:25])[CH:33]=1.